From a dataset of Full USPTO retrosynthesis dataset with 1.9M reactions from patents (1976-2016). Predict the reactants needed to synthesize the given product. Given the product [NH2:13][C@@H:8]([C:4]1[CH:3]=[C:2]([C:29]2[CH:47]=[CH:46][CH:45]=[C:31]([CH2:32][O:33][C:34]3[CH:39]=[CH:38][CH:37]=[CH:36][C:35]=3[CH2:40][C:41]([OH:43])=[O:42])[CH:30]=2)[CH:7]=[CH:6][CH:5]=1)[CH2:9][O:10][CH2:11][CH3:12], predict the reactants needed to synthesize it. The reactants are: Br[C:2]1[CH:3]=[C:4]([C@H:8]([NH:13]C(=O)OC(C)(C)C)[CH2:9][O:10][CH2:11][CH3:12])[CH:5]=[CH:6][CH:7]=1.CC1(C)C(C)(C)OB([C:29]2[CH:30]=[C:31]([CH:45]=[CH:46][CH:47]=2)[CH2:32][O:33][C:34]2[CH:39]=[CH:38][CH:37]=[CH:36][C:35]=2[CH2:40][C:41]([O:43]C)=[O:42])O1.